Dataset: Forward reaction prediction with 1.9M reactions from USPTO patents (1976-2016). Task: Predict the product of the given reaction. (1) Given the reactants [CH2:1]([NH:8][C:9]([O:11][CH2:12][C:13]1[S:17][C:16]([C:18]([O:20][CH3:21])=[O:19])=[C:15]([C:22]2[CH:27]=[CH:26][CH:25]=[CH:24][CH:23]=2)[CH:14]=1)=[O:10])[C:2]1[CH:7]=[CH:6][CH:5]=[CH:4][CH:3]=1.[H-].[Na+].[CH3:30]I, predict the reaction product. The product is: [CH2:1]([N:8]([CH3:30])[C:9]([O:11][CH2:12][C:13]1[S:17][C:16]([C:18]([O:20][CH3:21])=[O:19])=[C:15]([C:22]2[CH:27]=[CH:26][CH:25]=[CH:24][CH:23]=2)[CH:14]=1)=[O:10])[C:2]1[CH:3]=[CH:4][CH:5]=[CH:6][CH:7]=1. (2) The product is: [O:1]=[CH:2][C:3]([N:16]1[C:24]2[C:19](=[C:20]([NH:25][C:26](=[O:32])[O:27][C:28]([CH3:31])([CH3:30])[CH3:29])[CH:21]=[CH:22][CH:23]=2)[CH:18]=[N:17]1)([C:6]1[CH:11]=[CH:10][C:9]([C:12]([F:14])([F:13])[F:15])=[CH:8][CH:7]=1)[CH2:4][CH3:5]. Given the reactants [OH:1][CH2:2][C:3]([N:16]1[C:24]2[C:19](=[C:20]([NH:25][C:26](=[O:32])[O:27][C:28]([CH3:31])([CH3:30])[CH3:29])[CH:21]=[CH:22][CH:23]=2)[CH:18]=[N:17]1)([C:6]1[CH:11]=[CH:10][C:9]([C:12]([F:15])([F:14])[F:13])=[CH:8][CH:7]=1)[CH2:4][CH3:5].CC(OI1(OC(C)=O)(OC(C)=O)OC(=O)C2C=CC=CC1=2)=O, predict the reaction product. (3) Given the reactants [N:1]1([CH2:5][CH2:6][C:7]2[NH:8][C:9]([C:13]3[CH:14]=[C:15]([CH:19]=[CH:20][C:21]=3[CH3:22])[C:16]([OH:18])=O)=[C:10]([Cl:12])[N:11]=2)[CH2:4][CH2:3][CH2:2]1.Cl.[NH:24]1[CH2:29][CH2:28][CH:27]([C:30]2[CH:37]=[CH:36][C:33]([C:34]#[N:35])=[CH:32][CH:31]=2)[CH2:26][CH2:25]1, predict the reaction product. The product is: [N:1]1([CH2:5][CH2:6][C:7]2[NH:8][C:9]([C:13]3[CH:14]=[C:15]([CH:19]=[CH:20][C:21]=3[CH3:22])[C:16]([N:24]3[CH2:29][CH2:28][CH:27]([C:30]4[CH:37]=[CH:36][C:33]([C:34]#[N:35])=[CH:32][CH:31]=4)[CH2:26][CH2:25]3)=[O:18])=[C:10]([Cl:12])[N:11]=2)[CH2:2][CH2:3][CH2:4]1. (4) Given the reactants C1(P(C2CCCCC2)C2C=CC=CC=2C2C(N(C)C)=CC=CC=2)CCCCC1.CC([O-])(C)C.[Na+].[NH:35]1[CH2:40][CH2:39][O:38][CH2:37][CH2:36]1.Br[C:42]1[CH:43]=[C:44]2[C:48](=[CH:49][CH:50]=1)[NH:47][CH:46]=[C:45]2[CH2:51][CH2:52][NH:53][C:54](=[O:69])[C:55]1[CH:60]=[CH:59][C:58]([CH2:61][C:62]2[CH:67]=[CH:66][CH:65]=[C:64]([F:68])[CH:63]=2)=[CH:57][CH:56]=1, predict the reaction product. The product is: [F:68][C:64]1[CH:63]=[C:62]([CH:67]=[CH:66][CH:65]=1)[CH2:61][C:58]1[CH:57]=[CH:56][C:55]([C:54]([NH:53][CH2:52][CH2:51][C:45]2[C:44]3[C:48](=[CH:49][CH:50]=[C:42]([N:35]4[CH2:40][CH2:39][O:38][CH2:37][CH2:36]4)[CH:43]=3)[NH:47][CH:46]=2)=[O:69])=[CH:60][CH:59]=1. (5) Given the reactants [NH2:1][OH:2].[NH:3]1[C:11]2[C:6](=[C:7]([C:12]3[N:13]=[C:14]([N:38]4[CH2:43][CH2:42][O:41][CH2:40][CH2:39]4)[C:15]4[S:20][C:19]([CH2:21][N:22]([C:31]([O:33][C:34]([CH3:37])([CH3:36])[CH3:35])=[O:32])[CH2:23][CH2:24][CH2:25][C:26](OCC)=[O:27])=[CH:18][C:16]=4[N:17]=3)[CH:8]=[CH:9][CH:10]=2)[CH:5]=[N:4]1, predict the reaction product. The product is: [C:34]([O:33][C:31](=[O:32])[N:22]([CH2:21][C:19]1[S:20][C:15]2[C:14]([N:38]3[CH2:39][CH2:40][O:41][CH2:42][CH2:43]3)=[N:13][C:12]([C:7]3[CH:8]=[CH:9][CH:10]=[C:11]4[C:6]=3[CH:5]=[N:4][NH:3]4)=[N:17][C:16]=2[CH:18]=1)[CH2:23][CH2:24][CH2:25][C:26]([NH:1][OH:2])=[O:27])([CH3:36])([CH3:35])[CH3:37]. (6) Given the reactants [N:1]1[CH:6]=[C:5]([C@@H:7]2[CH2:12][CH2:11][CH2:10][N:8]2[CH3:9])[CH:4]=[CH:3][CH:2]=1.[Br:13][CH2:14][CH2:15][CH2:16][CH2:17][CH2:18][CH2:19][CH:20]1[CH2:25][CH2:24][CH2:23][CH2:22][CH2:21]1, predict the reaction product. The product is: [BrH:13].[Br-:13].[CH:20]1([CH2:19][CH2:18][CH2:17][CH2:16][CH2:15][CH2:14][N+:1]2[CH:2]=[CH:3][CH:4]=[C:5]([C@@H:7]3[CH2:12][CH2:11][CH2:10][N:8]3[CH3:9])[CH:6]=2)[CH2:25][CH2:24][CH2:23][CH2:22][CH2:21]1. (7) Given the reactants Br[C:2]1[CH:3]=[C:4]([CH:9]=[CH:10][CH:11]=1)[C:5]([O:7][CH3:8])=[O:6].[Br:12][C:13]1[CH:19]=[CH:18][C:16]([NH2:17])=[CH:15][CH:14]=1, predict the reaction product. The product is: [CH3:8][O:7][C:5](=[O:6])[C:4]1[CH:9]=[CH:10][CH:11]=[C:2]([NH:17][C:16]2[CH:18]=[CH:19][C:13]([Br:12])=[CH:14][CH:15]=2)[CH:3]=1. (8) Given the reactants C1(P([N:15]=[N+:16]=[N-:17])(C2C=CC=CC=2)=O)C=CC=CC=1.[CH3:18][CH:19]1[C:27]2[C:22](=[CH:23][CH:24]=[CH:25][CH:26]=2)[CH:21](O)[CH2:20]1.C1CCN2C(=NCCC2)CC1, predict the reaction product. The product is: [N:15]([CH:21]1[C:22]2[C:27](=[CH:26][CH:25]=[CH:24][CH:23]=2)[CH:19]([CH3:18])[CH2:20]1)=[N+:16]=[N-:17]. (9) The product is: [CH3:1][O:2][C:3]1[CH:29]=[C:28]([O:30][CH3:31])[CH:27]=[C:26]([O:32][CH3:33])[C:4]=1/[CH:5]=[CH:6]/[S:7]([CH2:10][C:11]1[CH:12]=[CH:13][C:14]([O:24][CH3:25])=[C:15]([NH:17][CH:18]([CH3:23])[C:19]([OH:21])=[O:20])[CH:16]=1)(=[O:8])=[O:9]. Given the reactants [CH3:1][O:2][C:3]1[CH:29]=[C:28]([O:30][CH3:31])[CH:27]=[C:26]([O:32][CH3:33])[C:4]=1/[CH:5]=[CH:6]/[S:7]([CH2:10][C:11]1[CH:12]=[CH:13][C:14]([O:24][CH3:25])=[C:15]([NH:17][CH:18]([CH3:23])[C:19]([O:21]C)=[O:20])[CH:16]=1)(=[O:9])=[O:8].[OH-].[Na+], predict the reaction product. (10) Given the reactants [Cl:1][C:2]1[CH:7]=[CH:6][C:5](B(O)O)=[CH:4][C:3]=1[C:11]([NH:13][CH2:14][C:15]12[CH2:24][CH:19]3[CH2:20][CH:21]([CH2:23][CH:17]([CH2:18]3)[CH2:16]1)[CH2:22]2)=[O:12].[CH3:25][O:26][C:27]([C:29]1[CH:30]=[N:31][CH:32]=[C:33](Br)[CH:34]=1)=[O:28], predict the reaction product. The product is: [Cl:1][C:2]1[CH:7]=[CH:6][C:5]([C:33]2[CH:34]=[C:29]([C:27]([O:26][CH3:25])=[O:28])[CH:30]=[N:31][CH:32]=2)=[CH:4][C:3]=1[C:11]([NH:13][CH2:14][C:15]12[CH2:24][CH:19]3[CH2:20][CH:21]([CH2:23][CH:17]([CH2:18]3)[CH2:16]1)[CH2:22]2)=[O:12].